This data is from M1 muscarinic receptor antagonist screen with 61,756 compounds. The task is: Binary Classification. Given a drug SMILES string, predict its activity (active/inactive) in a high-throughput screening assay against a specified biological target. (1) The molecule is Clc1ccc(OCC(=O)NCCCn2ccnc2)cc1. The result is 0 (inactive). (2) The compound is O(CCNCCO)c1c(OC)cccc1OC. The result is 0 (inactive). (3) The drug is o1c(CNC(=O)c2c(NC(=O)Nc3ccccc3)cccc2)ccc1. The result is 0 (inactive). (4) The compound is S(CC(=O)c1ccc(F)cc1)c1nc([nH]n1)C. The result is 0 (inactive). (5) The compound is Clc1ccc(c2oc(nn2)COC(=O)c2ccncc2)cc1. The result is 0 (inactive). (6) The molecule is O(c1c(C(NCc2occc2)CC=C)ccc(OC)c1)C. The result is 0 (inactive). (7) The drug is O(C(=O)N1CCC(N(C(CC)C)C(=O)Nc2ccccc2)CC1)CC. The result is 0 (inactive). (8) The compound is S(=O)(=O)(N1CCCC1)Nc1c2c(ccc1)cccc2. The result is 0 (inactive).